From a dataset of Full USPTO retrosynthesis dataset with 1.9M reactions from patents (1976-2016). Predict the reactants needed to synthesize the given product. (1) Given the product [NH2:85][C:70]1[C:69]([C:66]2[CH:65]=[CH:64][C:63]([NH:62][C:58]([C:53]3[C:52](=[O:61])[C:51]([C:48]4[CH:47]=[CH:46][C:45]([F:44])=[CH:50][CH:49]=4)=[CH:56][N:55]([CH3:57])[CH:54]=3)=[O:60])=[CH:68][CH:67]=2)=[CH:74][C:73]([C:75]2[CH:80]=[CH:79][C:78]([O:81][CH3:82])=[C:77]([O:83][CH3:84])[CH:76]=2)=[CH:72][N:71]=1, predict the reactants needed to synthesize it. The reactants are: C1C=NC2N(O)N=NC=2C=1.CN(C(ON1N=NC2C=CC=NC1=2)=[N+](C)C)C.F[P-](F)(F)(F)(F)F.CCN(C(C)C)C(C)C.[F:44][C:45]1[CH:50]=[CH:49][C:48]([C:51]2[C:52](=[O:61])[C:53]([C:58]([OH:60])=O)=[CH:54][N:55]([CH3:57])[CH:56]=2)=[CH:47][CH:46]=1.[NH2:62][C:63]1[CH:68]=[CH:67][C:66]([C:69]2[C:70]([NH2:85])=[N:71][CH:72]=[C:73]([C:75]3[CH:80]=[CH:79][C:78]([O:81][CH3:82])=[C:77]([O:83][CH3:84])[CH:76]=3)[CH:74]=2)=[CH:65][CH:64]=1. (2) Given the product [Cl:1][C:2]1[CH:7]=[C:6]([O:8][CH2:40][C:39]([F:50])([F:49])[F:38])[CH:5]=[CH:4][C:3]=1[C:9]1[N:14]([C:15]2[CH:20]=[CH:19][C:18]([S:21][CH3:22])=[CH:17][CH:16]=2)[N:13]=[C:12]2[C:23](=[O:37])[N:24]([CH2:26][C:27]3[CH:32]=[CH:31][C:30]([C:33]([F:35])([F:34])[F:36])=[CH:29][CH:28]=3)[N:25]=[C:11]2[CH:10]=1, predict the reactants needed to synthesize it. The reactants are: [Cl:1][C:2]1[CH:7]=[C:6]([OH:8])[CH:5]=[CH:4][C:3]=1[C:9]1[N:14]([C:15]2[CH:20]=[CH:19][C:18]([S:21][CH3:22])=[CH:17][CH:16]=2)[N:13]=[C:12]2[C:23](=[O:37])[N:24]([CH2:26][C:27]3[CH:32]=[CH:31][C:30]([C:33]([F:36])([F:35])[F:34])=[CH:29][CH:28]=3)[N:25]=[C:11]2[CH:10]=1.[F:38][C:39]([F:50])([F:49])[CH2:40]OS(C(F)(F)F)(=O)=O.C([O-])(O)=O.[Na+]. (3) The reactants are: [C:1]1([S:7]([C:10]([CH:19]2[CH2:31][C:22]3[NH:23][C:24]4[CH:25]=[CH:26][C:27]([Cl:30])=[CH:28][C:29]=4[C:21]=3[CH2:20]2)([F:18])[C:11]2[O:15][N:14]=[C:13]([CH2:16][NH2:17])[N:12]=2)(=[O:9])=[O:8])[CH:6]=[CH:5][CH:4]=[CH:3][CH:2]=1.CCN(C(C)C)C(C)C.[C:41](Cl)(=[O:48])[C:42]1[CH:47]=[CH:46][CH:45]=[CH:44][CH:43]=1. Given the product [C:1]1([S:7]([C:10]([CH:19]2[CH2:31][C:22]3[NH:23][C:24]4[CH:25]=[CH:26][C:27]([Cl:30])=[CH:28][C:29]=4[C:21]=3[CH2:20]2)([F:18])[C:11]2[O:15][N:14]=[C:13]([CH2:16][NH:17][C:41](=[O:48])[C:42]3[CH:47]=[CH:46][CH:45]=[CH:44][CH:43]=3)[N:12]=2)(=[O:9])=[O:8])[CH:2]=[CH:3][CH:4]=[CH:5][CH:6]=1, predict the reactants needed to synthesize it. (4) Given the product [C:2](=[O:3])([O:4][CH:5]=[CH2:6])[O:25][CH2:7][CH2:8][CH2:9][CH2:10][CH2:11][CH2:12][CH2:13][CH2:14]/[CH:15]=[CH:16]\[CH2:17][CH2:18][CH2:19][CH2:20][CH2:21][CH2:22][CH2:23][CH3:24], predict the reactants needed to synthesize it. The reactants are: Cl[C:2]([O:4][CH:5]=[CH2:6])=[O:3].[CH2:7]([OH:25])[CH2:8][CH2:9][CH2:10][CH2:11][CH2:12][CH2:13][CH2:14]/[CH:15]=[CH:16]\[CH2:17][CH2:18][CH2:19][CH2:20][CH2:21][CH2:22][CH2:23][CH3:24].N1C=CC=CC=1. (5) Given the product [Cl:19][C:17]1[CH:16]=[CH:15][C:14]2[N:8]([CH2:7][C:6]([CH3:56])([CH3:55])[CH2:5][OH:4])[C:9](=[O:54])[C@@H:10]([CH2:30][C:31]([NH:33][C:34]3[S:35][C:36]([CH2:46][CH2:47][CH2:48][C:49]([OH:51])=[O:50])=[C:37]([C:39]4[CH:40]=[CH:41][C:42]([Cl:45])=[CH:43][CH:44]=4)[N:38]=3)=[O:32])[O:11][C@H:12]([C:20]3[CH:25]=[CH:24][CH:23]=[C:22]([O:26][CH3:27])[C:21]=3[O:28][CH3:29])[C:13]=2[CH:18]=1, predict the reactants needed to synthesize it. The reactants are: C([O:4][CH2:5][C:6]([CH3:56])([CH3:55])[CH2:7][N:8]1[C:14]2[CH:15]=[CH:16][C:17]([Cl:19])=[CH:18][C:13]=2[C@@H:12]([C:20]2[CH:25]=[CH:24][CH:23]=[C:22]([O:26][CH3:27])[C:21]=2[O:28][CH3:29])[O:11][C@H:10]([CH2:30][C:31]([NH:33][C:34]2[S:35][C:36]([CH2:46][CH2:47][CH2:48][C:49]([O:51]CC)=[O:50])=[C:37]([C:39]3[CH:44]=[CH:43][C:42]([Cl:45])=[CH:41][CH:40]=3)[N:38]=2)=[O:32])[C:9]1=[O:54])(=O)C.[OH-].[Na+].Cl.O. (6) Given the product [Si:11]([O:18][C@@H:19]1[C@@H:24]([CH3:25])[CH2:23][N:22]([C:2]2[CH:7]=[CH:6][N:5]=[CH:4][C:3]=2[N+:8]([O-:10])=[O:9])[CH2:21][C@H:20]1[NH:26][C:27](=[O:33])[O:28][C:29]([CH3:32])([CH3:31])[CH3:30])([C:14]([CH3:17])([CH3:15])[CH3:16])([CH3:13])[CH3:12], predict the reactants needed to synthesize it. The reactants are: Cl[C:2]1[CH:7]=[CH:6][N:5]=[CH:4][C:3]=1[N+:8]([O-:10])=[O:9].[Si:11]([O:18][C@@H:19]1[C@@H:24]([CH3:25])[CH2:23][NH:22][CH2:21][C@H:20]1[NH:26][C:27](=[O:33])[O:28][C:29]([CH3:32])([CH3:31])[CH3:30])([C:14]([CH3:17])([CH3:16])[CH3:15])([CH3:13])[CH3:12].CCN(C(C)C)C(C)C. (7) Given the product [CH3:24][C:15]1([CH3:25])[C:16]([C:18]2[CH:23]=[CH:22][CH:21]=[CH:20][CH:19]=2)=[N:1][C:2]2[CH:7]=[CH:6][C:5]([N+:8]([O-:10])=[O:9])=[CH:4][C:3]=2[O:11]1, predict the reactants needed to synthesize it. The reactants are: [NH2:1][C:2]1[CH:7]=[CH:6][C:5]([N+:8]([O-:10])=[O:9])=[CH:4][C:3]=1[OH:11].[F-].[K+].Br[C:15]([CH3:25])([CH3:24])[C:16]([C:18]1[CH:23]=[CH:22][CH:21]=[CH:20][CH:19]=1)=O.O. (8) Given the product [NH:10]1[C:11]2=[N:12][CH:13]=[CH:14][CH:15]=[C:16]2[C:8]([C:4]2[N:5]=[CH:6][N:7]=[C:2]([N:33]3[CH2:34][CH2:35][CH2:36][N:30]([C:27](=[O:29])[CH3:28])[CH2:31][CH2:32]3)[CH:3]=2)=[CH:9]1, predict the reactants needed to synthesize it. The reactants are: Cl[C:2]1[N:7]=[CH:6][N:5]=[C:4]([C:8]2[C:16]3[C:11](=[N:12][CH:13]=[CH:14][CH:15]=3)[N:10](S(C3C=CC(C)=CC=3)(=O)=O)[CH:9]=2)[CH:3]=1.[C:27]([N:30]1[CH2:36][CH2:35][CH2:34][NH:33][CH2:32][CH2:31]1)(=[O:29])[CH3:28].C(=O)([O-])[O-].[K+].[K+].[OH-].[Na+]. (9) Given the product [CH3:26][O:1][C:2]1[CH:9]=[CH:8][C:7]([C:10]2[C:19]([CH3:20])=[CH:18][C:17]3[C:16]([CH3:22])([CH3:21])[CH2:15][CH2:14][C:13]([CH3:24])([CH3:23])[C:12]=3[CH:11]=2)=[CH:6][C:3]=1[CH:4]=[O:5], predict the reactants needed to synthesize it. The reactants are: [OH:1][C:2]1[CH:9]=[CH:8][C:7]([C:10]2[C:19]([CH3:20])=[CH:18][C:17]3[C:16]([CH3:22])([CH3:21])[CH2:15][CH2:14][C:13]([CH3:24])([CH3:23])[C:12]=3[CH:11]=2)=[CH:6][C:3]=1[CH:4]=[O:5].I[CH3:26]. (10) Given the product [NH2:13][C:3]1[CH:4]=[CH:5][C:6]([C:8]2[S:9][CH:10]=[CH:11][CH:12]=2)=[CH:7][C:2]=1[NH:1][C:54]([C:53]1[CH:52]=[CH:51][C:50]([NH:49][C:47](=[O:48])[O:46][CH2:45][C:41]2[CH:40]=[N:39][CH:44]=[CH:43][CH:42]=2)=[CH:58][CH:57]=1)=[O:55], predict the reactants needed to synthesize it. The reactants are: [NH2:1][C:2]1[CH:7]=[C:6]([C:8]2[S:9][CH:10]=[CH:11][CH:12]=2)[CH:5]=[CH:4][C:3]=1[NH:13]C(=O)OC(C)(C)C.CN(C)[C@@H]1CCN(CC2C=CC(C(O)=O)=CC=2)C1.[N:39]1[CH:44]=[CH:43][CH:42]=[C:41]([CH2:45][O:46][C:47]([NH:49][C:50]2[CH:58]=[CH:57][C:53]([C:54](O)=[O:55])=[CH:52][CH:51]=2)=[O:48])[CH:40]=1.